This data is from Experimentally validated miRNA-target interactions with 360,000+ pairs, plus equal number of negative samples. The task is: Binary Classification. Given a miRNA mature sequence and a target amino acid sequence, predict their likelihood of interaction. (1) The miRNA is hsa-miR-6780a-5p with sequence UUGGGAGGGAAGACAGCUGGAGA. The protein sequence of the target gene is MKMTVDFEECLKDSPRFRAALEEVEGDVAELELKLDKLVKLCIAMIDTGKAFCVANKQFMNGIRDLAQYSSNDAVVETSLTKFSDSLQEMINFHTILFDQTQRSIKAQLQNFVKEDLRKFKDAKKQFEKVSEEKENALVKNAQVQRNKQHEVEEATNILTATRKCFRHIALDYVLQINVLQSKRRSEILKSMLSFMYAHLAFFHQGYDLFSELGPYMKDLGAQLDRLVVDAAKEKREMEQKHSTIQQKDFSSDDSKLEYNVDAANGIVMEGYLFKRASNAFKTWNRRWFSIQNNQLVYQK.... Result: 1 (interaction). (2) The miRNA is hsa-miR-337-3p with sequence CUCCUAUAUGAUGCCUUUCUUC. The protein sequence of the target gene is MDNQAERESEAGVGLQRDEDDAPLCEDVELQDGDLSPEEKIFLREFPRLKEDLKGNIDKLRALADDIDKTHKKFTKANMVATSTAVISGVMSLLGLALAPATGGGSLLLSTAGQGLATAAGVTSIVSGTLERSKNKEAQARAEDILPTYDQEDREDEEEKADYVTAAGKIIYNLRNTLKYAKKNVRAFWKLRANPRLANATKRLLTTGQVSSRSRVQVQKAFAGTTLAMTKNARVLGGVMSAFSLGYDLATLSKEWKHLKEGARTKFAEELRAKALELERKLTELTQLYKSLQQKVRSRA.... Result: 1 (interaction). (3) The miRNA is hsa-miR-6799-5p with sequence GGGGAGGUGUGCAGGGCUGG. The protein sequence of the target gene is MAALMSEISPGANSAPLPGHPNKVICERVRLQSLFPLLPSDQNTTIQEDAHFKAFFQSEDSPSPKRQRLSHSVFDYTSASPAPSPPMRPWEMTSNRQPPSVRPNQHHFSGERCNTPARNRRSPPVRRQRGRRERLSRHNSISQDENYHHLPYAQQQAIEEPRAFHPPNVSPRLLHPAAHPPQQNAVMVDIHDQLHQGTVPVSYTVTTVAPHGLPLCTGQHIPACSTQQVPGCSVVFSGQHLPVCSVPPPMLQACSVQHLPVPYAAFPPLISSDPFLIHPPHLSPHHPPHLPPPGQFVPFQ.... Result: 0 (no interaction). (4) The miRNA is mmu-miR-669c-3p with sequence UACACACACACACACAAGUAAA. The protein sequence of the target gene is MWTADEIAQLCYAHYNVRLPKQGKPEPNREWTLLAAVVKIQASANQACDIPEKEVQVTKEVVSMGTGTKCIGQSKMRESGDILNDSHAEIIARRSFQRYLLHQLHLAAVLKEDSIFVPGTQRGLWRLRPDLSFVFFSSHTPCGDASIIPMLEFEEQPCCPVIRSWANNSPVQETENLEDSKDKRNCEDPASPVAKKMRLGTPARSLSNCVAHHGTQESGPVKPDVSSSDLTKEEPDAANGIASGSFRVVDVYRTGAKCVPGETGDLREPGAAYHQVGLLRVKPGRGDRTCSMSCSDKMAR.... Result: 1 (interaction). (5) The miRNA is mmu-miR-19a-3p with sequence UGUGCAAAUCUAUGCAAAACUGA. The protein sequence of the target gene is MEQVPSAGRLVQITVTEGYDLKGFKGDTPVTFIRAEFNQVVLGDSAKITVSPEGSAKYNFTSSFEFNPEGGITSDDLAHKPVFLTVTEVLPKEKKQKEEKTLILGQAVVDLLPLLEGQSSFQTTVPLHPVQGSPLETPRSSAKQCSLEVKVLVAEPLLTTAQISGGNLLKVTLEAAYSVPESFIPTGPGQNYMVGLQVPSLGEKDYPILFKNGTLKLGGEREPVPRPKKWPIANILAPGANNIPDAFIVGGPYEEEEGELNHPEDSEFRNQAECIKKRIIWDLESRCYLDPSAVVSFQKR.... Result: 0 (no interaction). (6) The miRNA is hsa-miR-6857-5p with sequence UUGGGGAUUGGGUCAGGCCAGU. The protein sequence of the target gene is MVILQKGDYVWMDLKSGQEFDVPIGAVVKLCDSGQIQVVDDEDNEHWISPQNATHIKPMHPTSVHGVEDMIRLGDLNEAGILRNLLIRYRDHLIYTYTGSILVAVNPYQLLSIYSPEHIRQYTNKKIGEMPPHIFAIADNCYFNMKRNNRDQCCIISGESGAGKTESTKLILQFLAAISGQHSWIEQQVLEATPILEAFGNAKTIRNDNSSRFGKYIDIHFNKRGAIEGAKIEQYLLEKSRVCRQAPDERNYHVFYCMLEGMNEEEKKKLGLGQAADYNYLAMGNCITCEGRVDSQEYAN.... Result: 0 (no interaction).